From a dataset of Full USPTO retrosynthesis dataset with 1.9M reactions from patents (1976-2016). Predict the reactants needed to synthesize the given product. (1) Given the product [ClH:38].[NH2:23][CH2:22][C@@H:6]1[O:5][C:4](=[O:3])[N:8]([C:9]2[CH:14]=[CH:13][C:12]([N:15]3[CH2:20][CH2:19][O:18][CH2:17][C:16]3=[O:21])=[CH:11][CH:10]=2)[CH2:7]1, predict the reactants needed to synthesize it. The reactants are: CN.[O:3]=[C:4]1[N:8]([C:9]2[CH:14]=[CH:13][C:12]([N:15]3[CH2:20][CH2:19][O:18][CH2:17][C:16]3=[O:21])=[CH:11][CH:10]=2)[CH2:7][C@H:6]([CH2:22][N:23]2C(=O)C3C(=CC=CC=3)C2=O)[O:5]1.C(O)(C)C.[ClH:38]. (2) Given the product [C:24]([CH2:23][N:16]1[CH2:15][CH2:14][CH2:13][NH:12][CH2:11][CH2:10][N:9]([CH2:8][C:1]([O:3][C:4]([CH3:6])([CH3:5])[CH3:7])=[O:2])[CH2:22][CH2:21][CH2:20][N:19]([CH2:45][C:44]2[CH:47]=[CH:48][C:41]([N+:38]([O-:40])=[O:39])=[CH:42][CH:43]=2)[CH2:18][CH2:17]1)([O:26][C:27]([CH3:30])([CH3:29])[CH3:28])=[O:25], predict the reactants needed to synthesize it. The reactants are: [C:1]([CH2:8][N:9]1[CH2:22][CH2:21][CH2:20][NH:19][CH2:18][CH2:17][N:16]([CH2:23][C:24]([O:26][C:27]([CH3:30])([CH3:29])[CH3:28])=[O:25])[CH2:15][CH2:14][CH2:13][NH:12][CH2:11][CH2:10]1)([O:3][C:4]([CH3:7])([CH3:6])[CH3:5])=[O:2].C(N(CC)CC)C.[N+:38]([C:41]1[CH:48]=[CH:47][C:44]([CH2:45]Br)=[CH:43][CH:42]=1)([O-:40])=[O:39]. (3) Given the product [CH3:75][N:44]([CH3:43])[C:45](=[O:74])[O:46][C:47]1[CH:52]=[CH:51][CH:50]=[C:49]([NH:53][C:54]([C:56]2([CH2:72][NH:73][C:7](=[O:9])[CH2:6][C:5]3[NH:1][CH:2]=[N:3][CH:4]=3)[CH2:57][CH2:58][N:59]([C:62]3[C:63]4[C:70]([CH3:71])=[CH:69][NH:68][C:64]=4[N:65]=[CH:66][N:67]=3)[CH2:60][CH2:61]2)=[O:55])[CH:48]=1, predict the reactants needed to synthesize it. The reactants are: [NH:1]1[C:5]([CH2:6][C:7]([OH:9])=O)=[CH:4][N:3]=[CH:2]1.CN(C(ON1N=NC2C=CC=NC1=2)=[N+](C)C)C.F[P-](F)(F)(F)(F)F.C(N(CC)C(C)C)(C)C.[CH3:43][N:44]([CH3:75])[C:45](=[O:74])[O:46][C:47]1[CH:52]=[CH:51][CH:50]=[C:49]([NH:53][C:54]([C:56]2([CH2:72][NH2:73])[CH2:61][CH2:60][N:59]([C:62]3[C:63]4[C:70]([CH3:71])=[CH:69][NH:68][C:64]=4[N:65]=[CH:66][N:67]=3)[CH2:58][CH2:57]2)=[O:55])[CH:48]=1.